From a dataset of Full USPTO retrosynthesis dataset with 1.9M reactions from patents (1976-2016). Predict the reactants needed to synthesize the given product. (1) Given the product [F:1][C:2]([F:7])([F:6])[C:3]([OH:5])=[O:4].[NH2:43][C:44]1[C:53]2[C:48](=[CH:49][C:50]([CH2:54][N:55]3[CH2:59][CH2:58][C@@H:57]([NH:60][CH2:61][C:63]4[NH:28][C:29]5[C:66]([CH:67]=4)=[CH:65][C:31]([Cl:34])=[CH:32][CH:33]=5)[C:56]3=[O:69])=[CH:51][CH:52]=2)[N:47]=[CH:46][N:45]=1, predict the reactants needed to synthesize it. The reactants are: [F:1][C:2]([F:7])([F:6])[C:3]([OH:5])=[O:4].NC1C2C(=CC(CN3CC[C@@H](NC([NH:28][C:29]4S[C:31]([Cl:34])=[CH:32][CH:33]=4)=O)C3=O)=CC=2)N=CN=1.FC(F)(F)C(O)=O.[NH2:43][C:44]1[C:53]2[C:48](=[CH:49][C:50]([CH2:54][N:55]3[CH2:59][CH2:58][C@@H:57]([NH:60][C:61]([C:63]4S[C:65](Cl)=[CH:66][CH:67]=4)=O)[C:56]3=[O:69])=[CH:51][CH:52]=2)[N:47]=[CH:46][N:45]=1. (2) Given the product [ClH:32].[CH2:1]([N:4]1[C:8]2=[C:9]([CH:13]([NH:14][C:15]3[CH:16]=[CH:17][C:18]([F:21])=[CH:19][CH:20]=3)[CH2:24][C:25]3[CH:30]=[CH:29][CH:28]=[CH:27][CH:26]=3)[N:10]=[CH:11][CH:12]=[C:7]2[C:6]([CH3:22])=[C:5]1[CH3:23])[CH:2]=[CH2:3], predict the reactants needed to synthesize it. The reactants are: [CH2:1]([N:4]1[C:8]2=[C:9]([CH:13]=[N:14][C:15]3[CH:20]=[CH:19][C:18]([F:21])=[CH:17][CH:16]=3)[N:10]=[CH:11][CH:12]=[C:7]2[C:6]([CH3:22])=[C:5]1[CH3:23])[CH:2]=[CH2:3].[CH2:24]([Mg][Cl:32])[C:25]1[CH:30]=[CH:29][CH:28]=[CH:27][CH:26]=1.